Dataset: Forward reaction prediction with 1.9M reactions from USPTO patents (1976-2016). Task: Predict the product of the given reaction. (1) Given the reactants [Cl:1][C:2]1[CH:7]=[CH:6][C:5]([NH:8][C:9]([NH:11][C:12]2[CH:28]=[CH:27][C:15]([O:16][C:17]3[CH:22]=[CH:21][N:20]=[C:19]([C:23]([NH:25][CH3:26])=[O:24])[CH:18]=3)=[CH:14][CH:13]=2)=[O:10])=[CH:4][C:3]=1[C:29]([F:32])([F:31])[F:30].O.[C:34]1([CH3:44])[CH:39]=[CH:38][C:37]([S:40]([OH:43])(=[O:42])=[O:41])=[CH:36][CH:35]=1, predict the reaction product. The product is: [CH3:44][C:34]1[CH:39]=[CH:38][C:37]([S:40]([OH:43])(=[O:42])=[O:41])=[CH:36][CH:35]=1.[CH3:26][NH:25][C:23]([C:19]1[CH:18]=[C:17]([O:16][C:15]2[CH:14]=[CH:13][C:12]([NH:11][C:9]([NH:8][C:5]3[CH:6]=[CH:7][C:2]([Cl:1])=[C:3]([C:29]([F:32])([F:30])[F:31])[CH:4]=3)=[O:10])=[CH:28][CH:27]=2)[CH:22]=[CH:21][N:20]=1)=[O:24]. (2) Given the reactants Br[C:2]1[CH:26]=[CH:25][C:5]2=[C:6]3[N:17]=[C:16]([C:18]4[CH:23]=[CH:22][CH:21]=[CH:20][C:19]=4[Cl:24])[NH:15][C:7]3=[C:8]3[C:13]([C:12](=[O:14])[NH:11][CH:10]=[CH:9]3)=[C:4]2[CH:3]=1.[Cl-].[Li+].[CH3:29][N:30]1[CH:34]=[C:33](B2OC(C)(C)C(C)(C)O2)[CH:32]=[N:31]1.CN(C=O)C, predict the reaction product. The product is: [Cl:24][C:19]1[CH:20]=[CH:21][CH:22]=[CH:23][C:18]=1[C:16]1[NH:15][C:7]2=[C:8]3[C:13](=[C:4]4[CH:3]=[C:2]([C:33]5[CH:32]=[N:31][N:30]([CH3:29])[CH:34]=5)[CH:26]=[CH:25][C:5]4=[C:6]2[N:17]=1)[C:12](=[O:14])[NH:11][CH:10]=[CH:9]3. (3) Given the reactants [CH2:1]([N:3]([C:34]1[CH:39]=[CH:38][CH:37]=[CH:36][CH:35]=1)[C:4]1[C:12]2[O:11][CH2:10][C@@H:9]([N:13](C(=O)C(F)(F)F)[C:14]3[CH:27]=[CH:26][C:17]4[C@H:18]([CH2:21][C:22]([O:24]C)=[O:23])[CH2:19][O:20][C:16]=4[CH:15]=3)[C:8]=2[CH:7]=[CH:6][CH:5]=1)[CH3:2].[OH-].[Na+], predict the reaction product. The product is: [CH2:1]([N:3]([C:34]1[CH:35]=[CH:36][CH:37]=[CH:38][CH:39]=1)[C:4]1[C:12]2[O:11][CH2:10][C@@H:9]([NH:13][C:14]3[CH:27]=[CH:26][C:17]4[C@H:18]([CH2:21][C:22]([OH:24])=[O:23])[CH2:19][O:20][C:16]=4[CH:15]=3)[C:8]=2[CH:7]=[CH:6][CH:5]=1)[CH3:2]. (4) The product is: [I:1][C:2]1[NH:3][C:4]([C@@H:8]2[CH2:12][CH2:11][CH2:10][N:9]2[C:13]([O:15][C:16]([CH3:19])([CH3:18])[CH3:17])=[O:14])=[N:5][CH:6]=1. Given the reactants [I:1][C:2]1[N:3]=[C:4]([C@@H:8]2[CH2:12][CH2:11][CH2:10][N:9]2[C:13]([O:15][C:16]([CH3:19])([CH3:18])[CH3:17])=[O:14])[NH:5][C:6]=1I.[Li]CCCC.Cl, predict the reaction product. (5) The product is: [NH2:24][C:8]1[N:7]=[C:6]([O:5][CH2:1][CH2:2][CH2:3][CH3:4])[N:14]=[C:13]2[C:9]=1[NH:10][C:11](=[O:22])[N:12]2[CH2:15][CH:16]1[CH2:21][CH2:20][N:19]([CH:26]([CH3:28])[CH3:27])[CH2:18][CH2:17]1. Given the reactants [CH2:1]([O:5][C:6]1[N:14]=[C:13]2[C:9]([N:10]=[C:11]([O:22]C)[N:12]2[CH2:15][CH:16]2[CH2:21][CH2:20][NH:19][CH2:18][CH2:17]2)=[C:8]([NH2:24])[N:7]=1)[CH2:2][CH2:3][CH3:4].I[CH:26]([CH3:28])[CH3:27], predict the reaction product.